Dataset: Full USPTO retrosynthesis dataset with 1.9M reactions from patents (1976-2016). Task: Predict the reactants needed to synthesize the given product. (1) Given the product [Cl:1][C:2]1[CH:7]=[CH:6][C:5]([CH:8]([C:10]2[CH:15]=[CH:14][C:13]([Cl:16])=[CH:12][C:11]=2[CH3:17])[N:26]2[CH2:25][CH2:24][N:23]([C:29]([O:31][C:32]([CH3:35])([CH3:34])[CH3:33])=[O:30])[CH2:28][CH2:27]2)=[C:4]([CH3:18])[CH:3]=1, predict the reactants needed to synthesize it. The reactants are: [Cl:1][C:2]1[CH:7]=[CH:6][C:5]([CH:8]([C:10]2[CH:15]=[CH:14][C:13]([Cl:16])=[CH:12][C:11]=2[CH3:17])O)=[C:4]([CH3:18])[CH:3]=1.S(Cl)(Cl)=O.[N:23]1([C:29]([O:31][C:32]([CH3:35])([CH3:34])[CH3:33])=[O:30])[CH2:28][CH2:27][NH:26][CH2:25][CH2:24]1.C([O-])([O-])=O.[K+].[K+]. (2) Given the product [C:15]1([CH3:22])[CH:16]=[C:17]([CH3:21])[CH:18]=[C:19]([CH3:20])[C:14]=1[N:7]([C:8]1[CH:13]=[CH:12][CH:11]=[CH:10][CH:9]=1)[C:5](=[O:6])[C:4]([OH:23])=[O:3], predict the reactants needed to synthesize it. The reactants are: C([O:3][C:4](=[O:23])[C:5]([N:7]([C:14]1[C:19]([CH3:20])=[CH:18][C:17]([CH3:21])=[CH:16][C:15]=1[CH3:22])[C:8]1[CH:13]=[CH:12][CH:11]=[CH:10][CH:9]=1)=[O:6])C.[OH-].[Na+].C(OCC)C. (3) Given the product [ClH:25].[NH2:1][C:4]1[CH:5]=[CH:6][C:7]2[O:12][CH:11]([CH2:13][C:14]([O:16][CH3:17])=[O:15])[CH2:10][N:9]([C:18]3[CH:19]=[CH:20][CH:21]=[CH:22][CH:23]=3)[C:8]=2[CH:24]=1, predict the reactants needed to synthesize it. The reactants are: [N+:1]([C:4]1[CH:5]=[CH:6][C:7]2[O:12][CH:11]([CH2:13][C:14]([O:16][CH3:17])=[O:15])[CH2:10][N:9]([C:18]3[CH:23]=[CH:22][CH:21]=[CH:20][CH:19]=3)[C:8]=2[CH:24]=1)([O-])=O.[ClH:25]. (4) Given the product [C:1]([C:3]1[CH:4]=[CH:5][C:6]2[N:17]([CH2:18][CH2:19][CH2:20][CH2:21][F:22])[C:10]([CH2:12][O:13][C:14](=[O:16])[CH3:15])=[N:9][C:7]=2[CH:8]=1)#[N:2], predict the reactants needed to synthesize it. The reactants are: [C:1]([C:3]1[CH:4]=[CH:5][C:6]([NH:17][CH2:18][CH2:19][CH2:20][CH2:21][F:22])=[C:7]([NH:9][C:10]([CH2:12][O:13][C:14](=[O:16])[CH3:15])=O)[CH:8]=1)#[N:2]. (5) Given the product [CH:28]1([C:27]#[C:26][C:2]2[CH:3]=[C:4]([C:9](=[O:22])[C:10]([C:12]3[CH:17]=[CH:16][C:15]([O:18][CH:19]([F:21])[F:20])=[CH:14][CH:13]=3)=[O:11])[CH:5]=[CH:6][C:7]=2[F:8])[CH2:29][CH2:24]1, predict the reactants needed to synthesize it. The reactants are: Br[C:2]1[CH:3]=[C:4]([C:9](=[O:22])[C:10]([C:12]2[CH:17]=[CH:16][C:15]([O:18][CH:19]([F:21])[F:20])=[CH:14][CH:13]=2)=[O:11])[CH:5]=[CH:6][C:7]=1[F:8].C[CH:24]1[CH2:29][CH2:28][CH2:27][CH:26](C)N1.C(C1CC1)#C.